From a dataset of Reaction yield outcomes from USPTO patents with 853,638 reactions. Predict the reaction yield, written as a fraction of the theoretical maximum amount of product (1.0 means a 100% yield; for example, 0.34 means a 34% yield). (1) The reactants are [Br:1][C:2]1[CH:3]=[C:4]([CH2:7][N:8]2[C:12](=[O:13])[O:11][N:10]=[C:9]2[C:14]2[C:18]([NH:19][CH2:20][CH2:21][O:22]C)=[N:17][O:16][N:15]=2)[O:5][CH:6]=1.B(Br)(Br)Br.C(=O)(O)[O-].[Na+]. The catalyst is ClCCl.O. The product is [Br:1][C:2]1[CH:3]=[C:4]([CH2:7][N:8]2[C:12](=[O:13])[O:11][N:10]=[C:9]2[C:14]2[C:18]([NH:19][CH2:20][CH2:21][OH:22])=[N:17][O:16][N:15]=2)[O:5][CH:6]=1. The yield is 0.970. (2) The reactants are [Br:1][C:2]1[C:3]([Cl:9])=[CH:4][C:5]([NH2:8])=[N:6][CH:7]=1.[C:10](Cl)(=[O:12])[CH3:11]. The catalyst is N1C=CC=CC=1. The product is [Br:1][C:2]1[C:3]([Cl:9])=[CH:4][C:5]([NH:8][C:10](=[O:12])[CH3:11])=[N:6][CH:7]=1. The yield is 1.00. (3) The reactants are [Cl-].O[NH3+:3].[C:4](=[O:7])([O-])[OH:5].[Na+].CS(C)=O.[CH2:13]([C:15]1[N:16]([C:40]2[CH:45]=[CH:44][C:43]([O:46][CH:47]([CH3:49])[CH3:48])=[CH:42][CH:41]=2)[C:17](=[O:39])[C:18]([CH2:24][C:25]2[CH:30]=[CH:29][C:28]([C:31]3[C:32]([C:37]#[N:38])=[CH:33][CH:34]=[CH:35][CH:36]=3)=[CH:27][CH:26]=2)=[C:19]([CH2:21][CH2:22][CH3:23])[N:20]=1)[CH3:14]. The catalyst is O. The product is [CH2:13]([C:15]1[N:16]([C:40]2[CH:45]=[CH:44][C:43]([O:46][CH:47]([CH3:49])[CH3:48])=[CH:42][CH:41]=2)[C:17](=[O:39])[C:18]([CH2:24][C:25]2[CH:30]=[CH:29][C:28]([C:31]3[CH:36]=[CH:35][CH:34]=[CH:33][C:32]=3[C:37]3[NH:3][C:4](=[O:7])[O:5][N:38]=3)=[CH:27][CH:26]=2)=[C:19]([CH2:21][CH2:22][CH3:23])[N:20]=1)[CH3:14]. The yield is 0.630. (4) The reactants are [NH2:1][C:2]1[CH:7]=[C:6]([Cl:8])[C:5]([C:9]2[CH:14]=[CH:13][C:12]([N:15]([CH3:17])[CH3:16])=[CH:11][CH:10]=2)=[CH:4][C:3]=1[C:18]([O:20]C)=O.[CH3:22][C:23]1[CH:27]=[CH:26][N:25]([CH2:28][C:29](OCC)=[O:30])[N:24]=1.C[Si]([N-][Si](C)(C)C)(C)C.[K+]. The catalyst is C1COCC1. The product is [Cl:8][C:6]1[CH:7]=[C:2]2[C:3]([C:18]([OH:20])=[C:28]([N:25]3[CH:26]=[CH:27][C:23]([CH3:22])=[N:24]3)[C:29](=[O:30])[NH:1]2)=[CH:4][C:5]=1[C:9]1[CH:10]=[CH:11][C:12]([N:15]([CH3:16])[CH3:17])=[CH:13][CH:14]=1. The yield is 0.732. (5) The product is [CH2:17]([O:16][C:14]([NH:2][CH2:3][CH2:4][C:5]([CH3:10])([CH3:9])[C:6]([OH:8])=[O:7])=[O:15])[CH3:18]. The catalyst is O. The reactants are Cl.[NH2:2][CH2:3][CH2:4][C:5]([CH3:10])([CH3:9])[C:6]([OH:8])=[O:7].[OH-].[Na+].Cl[C:14]([O:16][CH2:17][CH3:18])=[O:15]. The yield is 0.990. (6) The reactants are [CH3:1][O:2][C:3](=[O:19])[C:4]1[CH:9]=[CH:8][CH:7]=[C:6]([CH2:10][N:11]2[C:16](=[O:17])[CH:15]=[CH:14][C:13](Cl)=[N:12]2)[CH:5]=1.CC1(C)C(C)(C)OB([C:28]2[CH:29]=[C:30]([CH:35]=[CH:36][CH:37]=2)[O:31][CH2:32][CH2:33][OH:34])O1.C([O-])([O-])=O.[Na+].[Na+]. The catalyst is CN(C)C=O.O.Cl[Pd](Cl)([P](C1C=CC=CC=1)(C1C=CC=CC=1)C1C=CC=CC=1)[P](C1C=CC=CC=1)(C1C=CC=CC=1)C1C=CC=CC=1. The product is [CH3:1][O:2][C:3](=[O:19])[C:4]1[CH:9]=[CH:8][CH:7]=[C:6]([CH2:10][N:11]2[C:16](=[O:17])[CH:15]=[CH:14][C:13]([C:28]3[CH:37]=[CH:36][CH:35]=[C:30]([O:31][CH2:32][CH2:33][OH:34])[CH:29]=3)=[N:12]2)[CH:5]=1. The yield is 0.750. (7) The reactants are [Cl:1][C:2]1[CH:3]=[CH:4][C:5]([OH:8])=[N:6][CH:7]=1.[Br:9]Br. The catalyst is C(O)(=O)C. The product is [Br:9][C:4]1[C:5]([OH:8])=[N:6][CH:7]=[C:2]([Cl:1])[CH:3]=1. The yield is 0.660. (8) The product is [CH3:25][N:23]([CH3:24])[C:22]([C:12]1[N:11]([C:27]2[CH:28]=[CH:29][C:30]([O:33][CH2:34][CH2:35][CH2:36][N:37]3[CH2:38][CH2:39][O:40][CH2:41][CH2:42]3)=[CH:31][CH:32]=2)[C:10]([C:43]([O:45][CH2:46][CH3:47])=[O:44])=[C:9]([OH:8])[C:13]=1[OH:14])=[O:26]. The yield is 0.250. The catalyst is CO.[Pd]. The reactants are C([O:8][C:9]1[C:13]([O:14]CC2C=CC=CC=2)=[C:12]([C:22](=[O:26])[N:23]([CH3:25])[CH3:24])[N:11]([C:27]2[CH:32]=[CH:31][C:30]([O:33][CH2:34][CH2:35][CH2:36][N:37]3[CH2:42][CH2:41][O:40][CH2:39][CH2:38]3)=[CH:29][CH:28]=2)[C:10]=1[C:43]([O:45][CH2:46][CH3:47])=[O:44])C1C=CC=CC=1.